This data is from Reaction yield outcomes from USPTO patents with 853,638 reactions. The task is: Predict the reaction yield, written as a fraction of the theoretical maximum amount of product (1.0 means a 100% yield; for example, 0.34 means a 34% yield). (1) The reactants are [CH3:1][C:2]1[CH:11]=[CH:10][C:9]2[C:4](=[CH:5][C:6]([CH:12]([CH2:15][OH:16])[CH2:13]O)=[CH:7][CH:8]=2)[N:3]=1.C1C=CC(P(C2C=CC=CC=2)C2C=CC=CC=2)=CC=1.CCOC(/N=N/C(OCC)=O)=O. The catalyst is C1(C)C=CC=CC=1.CN(C)C([S-])=S.[Zn+2].CN(C)C([S-])=S. The product is [CH3:1][C:2]1[CH:11]=[CH:10][C:9]2[C:4](=[CH:5][C:6]([CH:12]3[CH2:13][O:16][CH2:15]3)=[CH:7][CH:8]=2)[N:3]=1. The yield is 0.220. (2) The reactants are C1COCC1.[N:6]([CH2:9][CH2:10][O:11][CH2:12][CH2:13][O:14][CH2:15][CH2:16][C:17]12[CH2:26][CH:21]3[CH2:22][CH:23]([CH2:25][CH:19]([CH2:20]3)[CH2:18]1)[CH2:24]2)=[N+]=[N-].C1(P(C2C=CC=CC=2)C2C=CC=CC=2)C=CC=CC=1. The catalyst is O. The product is [C:17]12([CH2:16][CH2:15][O:14][CH2:13][CH2:12][O:11][CH2:10][CH2:9][NH2:6])[CH2:26][CH:21]3[CH2:20][CH:19]([CH2:25][CH:23]([CH2:22]3)[CH2:24]1)[CH2:18]2. The yield is 0.550. (3) The reactants are [CH3:1][O:2][C:3](=[O:9])[C:4]([CH3:8])([CH3:7])[CH2:5][OH:6].[Cr](Cl)([O-])(=O)=O.[NH+]1C=CC=CC=1. The catalyst is ClCCl. The product is [CH3:1][O:2][C:3](=[O:9])[C:4]([CH3:8])([CH3:7])[CH:5]=[O:6]. The yield is 0.480.